Dataset: Peptide-MHC class I binding affinity with 185,985 pairs from IEDB/IMGT. Task: Regression. Given a peptide amino acid sequence and an MHC pseudo amino acid sequence, predict their binding affinity value. This is MHC class I binding data. The peptide sequence is EPHQLAETI. The MHC is HLA-B35:01 with pseudo-sequence HLA-B35:01. The binding affinity (normalized) is 0.430.